Predict the reaction yield, written as a fraction of the theoretical maximum amount of product (1.0 means a 100% yield; for example, 0.34 means a 34% yield). From a dataset of Reaction yield outcomes from USPTO patents with 853,638 reactions. (1) The reactants are [CH3:1][C:2]1([CH3:41])[O:6][C:5]([C:7]2[CH:12]=[CH:11][C:10]([N:13](S(C)(=O)=O)[S:14]([CH3:17])(=[O:16])=[O:15])=[CH:9][CH:8]=2)=[C:4]([C:22]2[CH:27]=[CH:26][C:25]([O:28][CH2:29][C:30]3[CH:39]=[CH:38][C:37]4[C:32](=[CH:33][CH:34]=[CH:35][CH:36]=4)[N:31]=3)=[CH:24][CH:23]=2)[C:3]1=[O:40].O.[OH-].[Na+]. The catalyst is C1COCC1. The product is [CH3:1][C:2]1([CH3:41])[O:6][C:5]([C:7]2[CH:12]=[CH:11][C:10]([NH:13][S:14]([CH3:17])(=[O:15])=[O:16])=[CH:9][CH:8]=2)=[C:4]([C:22]2[CH:23]=[CH:24][C:25]([O:28][CH2:29][C:30]3[CH:39]=[CH:38][C:37]4[C:32](=[CH:33][CH:34]=[CH:35][CH:36]=4)[N:31]=3)=[CH:26][CH:27]=2)[C:3]1=[O:40]. The yield is 0.260. (2) The reactants are [C:1]([C:3]1[C:4](=N)[O:5][C:6]2[C:11]([C:12]=1[C:13]1[CH:18]=[CH:17][CH:16]=[CH:15][CH:14]=1)=[CH:10][CH:9]=[CH:8][CH:7]=2)#[N:2].Cl.C[OH:22]. No catalyst specified. The product is [C:1]([C:3]1[C:4](=[O:22])[O:5][C:6]2[C:11]([C:12]=1[C:13]1[CH:18]=[CH:17][CH:16]=[CH:15][CH:14]=1)=[CH:10][CH:9]=[CH:8][CH:7]=2)#[N:2]. The yield is 0.390. (3) The reactants are C(C(=[C:16]1[C:28]2[C:20]([CH:21]=[C:22]3[C:27]=2[CH:26]=[C:25]([C:29]([CH3:32])([CH3:31])[CH3:30])[C:24]([C:33]2[CH:38]=[CH:37][CH:36]=[CH:35][C:34]=2[CH3:39])=[CH:23]3)=[C:19](C2C=CC=C2)[C:18]([C:45]2[CH:50]=[CH:49][CH:48]=[CH:47][C:46]=2[CH3:51])=[C:17]1[C:52]([CH3:55])([CH3:54])[CH3:53])CC1C=CC=CC=1)C1C=CC=CC=1.C(O[CH2:59][CH3:60])C.[CH2:61]([Li])[CH2:62][CH2:63][CH3:64].[Cl-:66].[Cl-].[Cl-].[Cl-].[Zr+4:70]. The catalyst is CCCCCC. The product is [Cl-:66].[Cl-:66].[CH2:61]([C:53](=[Zr+2:70]([CH:60]1[CH:59]=[CH:33][CH:24]=[CH:25]1)[C:23]1[C:22]2[CH2:21][C:20]3[C:28](=[CH:16][C:17]([C:52]([CH3:55])([CH3:53])[CH3:54])=[C:18]([C:45]4[CH:50]=[CH:49][CH:48]=[CH:47][C:46]=4[CH3:51])[CH:19]=3)[C:27]=2[CH:26]=[C:25]([C:29]([CH3:32])([CH3:31])[CH3:30])[C:24]=1[C:33]1[CH:38]=[CH:37][CH:36]=[CH:35][C:34]=1[CH3:39])[CH2:52][C:17]1[CH:16]=[CH:28][CH:20]=[CH:19][CH:18]=1)[C:62]1[CH:23]=[CH:22][CH:21]=[CH:64][CH:63]=1. The yield is 0.380. (4) The reactants are [N:1]([C:12]([CH3:14])=[O:13])([CH2:7]NC(C)=O)[CH2:2]NC(C)=O.C1[CH2:19][O:18]CC1.C=[O:21].NC[C:24]([OH:26])=[O:25]. The catalyst is C(O)(=O)C. The product is [C:12]([N:1]([CH2:2][C:19]([OH:18])=[O:21])[CH2:7][C:24]([OH:26])=[O:25])(=[O:13])[CH3:14]. The yield is 0.950. (5) The yield is 0.850. The product is [NH2:1][C:2]1[C:10]([CH3:11])=[CH:9][C:8]([Br:12])=[CH:7][C:3]=1[C:4]([OH:6])=[O:5]. The catalyst is CS(C)=O. The reactants are [NH2:1][C:2]1[C:10]([CH3:11])=[CH:9][CH:8]=[CH:7][C:3]=1[C:4]([OH:6])=[O:5].[BrH:12]. (6) The catalyst is CN(C=O)C. The yield is 0.570. The product is [CH3:9][O:8][C:6]([C:5]1[CH:4]=[C:3]([C:1]#[C:2][C:25]2[C:26]([C:27]([F:29])([F:28])[F:30])=[CH:21][N:22]=[C:23]([NH:31][C:32]3[CH:33]=[CH:34][C:35]([N:38]4[CH2:39][CH2:40][N:41]([C:44]([O:46][C:47]([CH3:50])([CH3:49])[CH3:48])=[O:45])[CH2:42][CH2:43]4)=[CH:36][CH:37]=3)[N:24]=2)[CH:12]=[CH:11][CH:10]=1)=[O:7]. The reactants are [C:1]([C:3]1[CH:4]=[C:5]([CH:10]=[CH:11][CH:12]=1)[C:6]([O:8][CH3:9])=[O:7])#[CH:2].C(N(CC)CC)C.Cl[C:21]1[C:26]([C:27]([F:30])([F:29])[F:28])=[CH:25][N:24]=[C:23]([NH:31][C:32]2[CH:37]=[CH:36][C:35]([N:38]3[CH2:43][CH2:42][N:41]([C:44]([O:46][C:47]([CH3:50])([CH3:49])[CH3:48])=[O:45])[CH2:40][CH2:39]3)=[CH:34][CH:33]=2)[N:22]=1.C1(P(C2C=CC=CC=2)C2C=CC=CC=2)C=CC=CC=1. (7) The reactants are [N:1]12[CH2:7][C:4]([C:8]([C:17]3[CH:22]=[CH:21][CH:20]=[CH:19][CH:18]=3)([C:11]3[CH:16]=[CH:15][CH:14]=[CH:13][CH:12]=3)[C:9]#[N:10])([CH2:5][CH2:6]1)[CH2:3][CH2:2]2.[Br:23][CH2:24][CH3:25]. No catalyst specified. The product is [Br-:23].[C:9]([C:8]([C:17]1[CH:22]=[CH:21][CH:20]=[CH:19][CH:18]=1)([C:11]1[CH:12]=[CH:13][CH:14]=[CH:15][CH:16]=1)[C:4]12[CH2:7][N+:1]([CH2:24][CH3:25])([CH2:6][CH2:5]1)[CH2:2][CH2:3]2)#[N:10]. The yield is 0.297. (8) The catalyst is CN(C=O)C. The reactants are [CH2:1]([C@H:8]1[C@@H:12]([C@H:13]2[CH2:17][C@@H:16]([OH:18])[CH2:15][N:14]2[C:19]([O:21][C:22]([CH3:25])([CH3:24])[CH3:23])=[O:20])[O:11][C:10]([CH3:27])([CH3:26])[N:9]1[C:28]([O:30][CH2:31][CH2:32][Si:33]([CH3:36])([CH3:35])[CH3:34])=[O:29])[C:2]1[CH:7]=[CH:6][CH:5]=[CH:4][CH:3]=1.[CH3:37]I.[H-].[Na+]. The yield is 0.880. The product is [CH3:34][Si:33]([CH3:36])([CH3:35])[CH2:32][CH2:31][O:30][C:28]([N:9]1[C@@H:8]([CH2:1][C:2]2[CH:7]=[CH:6][CH:5]=[CH:4][CH:3]=2)[C@@H:12]([C@H:13]2[CH2:17][C@@H:16]([O:18][CH3:37])[CH2:15][N:14]2[C:19]([O:21][C:22]([CH3:23])([CH3:24])[CH3:25])=[O:20])[O:11][C:10]1([CH3:27])[CH3:26])=[O:29]. (9) The reactants are C([O:4][CH2:5][C:6]([CH3:45])([CH3:44])[CH2:7][N:8]1[C:14]2[CH:15]=[CH:16][C:17]([Cl:19])=[CH:18][C:13]=2[C@@H:12]([C:20]2[CH:25]=[CH:24][CH:23]=[C:22]([O:26][CH3:27])[C:21]=2[O:28][CH3:29])[O:11][C@H:10]([CH2:30][C:31]2[S:32][C:33]([CH3:42])=[C:34]([CH2:36][CH2:37]C(OC)=O)[N:35]=2)[C:9]1=[O:43])(=O)C.[OH-:46].[Na+].[CH2:48]([OH:50])C. The catalyst is O. The product is [Cl:19][C:17]1[CH:16]=[CH:15][C:14]2[N:8]([CH2:7][C:6]([CH3:45])([CH3:44])[CH2:5][OH:4])[C:9](=[O:43])[C@@H:10]([CH2:30][C:31]3[S:32][C:33]([CH3:42])=[C:34]([CH:36]([CH3:37])[C:48]([OH:50])=[O:46])[N:35]=3)[O:11][C@H:12]([C:20]3[CH:25]=[CH:24][CH:23]=[C:22]([O:26][CH3:27])[C:21]=3[O:28][CH3:29])[C:13]=2[CH:18]=1. The yield is 0.980. (10) The yield is 0.790. The reactants are [F:1][C:2]1[CH:3]=[CH:4][C:5]([C:8]2[C:12]([CH2:13][CH2:14][C:15]3[S:16][C:17]([C:21]([OH:23])=O)=[C:18]([CH3:20])[N:19]=3)=[C:11]([CH3:24])[O:10][N:9]=2)=[N:6][CH:7]=1.[CH2:25]([CH2:27][NH2:28])[OH:26]. No catalyst specified. The product is [OH:26][CH2:25][CH2:27][NH:28][C:21]([C:17]1[S:16][C:15]([CH2:14][CH2:13][C:12]2[C:8]([C:5]3[CH:4]=[CH:3][C:2]([F:1])=[CH:7][N:6]=3)=[N:9][O:10][C:11]=2[CH3:24])=[N:19][C:18]=1[CH3:20])=[O:23].